From a dataset of Forward reaction prediction with 1.9M reactions from USPTO patents (1976-2016). Predict the product of the given reaction. (1) Given the reactants [Cl:1][C:2]1[CH:10]=[CH:9][C:5]([C:6](Cl)=[O:7])=[CH:4][N:3]=1.[CH3:11][NH:12][CH3:13], predict the reaction product. The product is: [Cl:1][C:2]1[CH:10]=[CH:9][C:5]([C:6]([N:12]([CH3:13])[CH3:11])=[O:7])=[CH:4][N:3]=1. (2) The product is: [Cl:21][C:16]1[CH:17]=[CH:18][CH:19]=[CH:20][C:15]=1[O:14][C:12]1[CH2:13][N:9]([C@@H:4]([CH2:5][CH2:6][O:7][CH3:8])[C:3]([OH:23])=[O:2])[C:10](=[O:22])[CH:11]=1. Given the reactants C[O:2][C:3](=[O:23])[C@@H:4]([N:9]1[CH2:13][C:12]([O:14][C:15]2[CH:20]=[CH:19][CH:18]=[CH:17][C:16]=2[Cl:21])=[CH:11][C:10]1=[O:22])[CH2:5][CH2:6][O:7][CH3:8].O.[OH-].[Li+].Cl, predict the reaction product. (3) Given the reactants [CH3:1][C:2](=[CH2:5])[CH2:3][OH:4].[H-].[Na+].[CH2:8]([O:15][C:16]1[CH:23]=[CH:22][C:19]([CH2:20]Cl)=[CH:18][CH:17]=1)[C:9]1[CH:14]=[CH:13][CH:12]=[CH:11][CH:10]=1, predict the reaction product. The product is: [CH2:8]([O:15][C:16]1[CH:23]=[CH:22][C:19]([CH2:20][O:4][CH2:3][C:2]([CH3:5])=[CH2:1])=[CH:18][CH:17]=1)[C:9]1[CH:14]=[CH:13][CH:12]=[CH:11][CH:10]=1.